Dataset: Catalyst prediction with 721,799 reactions and 888 catalyst types from USPTO. Task: Predict which catalyst facilitates the given reaction. (1) Reactant: [CH3:1][S:2]([C:5]1[CH:10]=[CH:9][C:8]([CH2:11][S:12]([O-:15])(=O)=[O:13])=[CH:7][CH:6]=1)(=[O:4])=[O:3].[Na+].C(Cl)(=O)C([Cl:20])=O.CN(C=O)C. Product: [CH3:1][S:2]([C:5]1[CH:10]=[CH:9][C:8]([CH2:11][S:12]([Cl:20])(=[O:15])=[O:13])=[CH:7][CH:6]=1)(=[O:4])=[O:3]. The catalyst class is: 26. (2) Reactant: [CH2:1]([N:8]1[CH2:13][CH2:12][CH:11](O)[CH2:10][CH2:9]1)[C:2]1[CH:7]=[CH:6][CH:5]=[CH:4][CH:3]=1.Cl[C:16]([O:18]C1C=CC([N+]([O-])=O)=CC=1)=[O:17].C([N:31](C(C)C)CC)(C)C.N[CH:38]([C:45]1[CH:50]=[CH:49][CH:48]=[CH:47][CH:46]=1)[C:39]1[CH:44]=[CH:43][CH:42]=[CH:41][CH:40]=1. Product: [C:16](=[O:17])([O:18][C:38]([CH:11]1[CH2:12][CH2:13][N:8]([CH2:1][C:2]2[CH:7]=[CH:6][CH:5]=[CH:4][CH:3]=2)[CH2:9][CH2:10]1)([C:45]1[CH:50]=[CH:49][CH:48]=[CH:47][CH:46]=1)[C:39]1[CH:44]=[CH:43][CH:42]=[CH:41][CH:40]=1)[NH2:31]. The catalyst class is: 10. (3) Reactant: [CH3:1][O:2][C:3](=[O:30])[CH:4]=[CH:5][C:6]1[CH:11]=[CH:10][C:9]([O:12]CC2C=CC=CC=2)=[CH:8][C:7]=1[CH2:20][CH2:21][NH:22][C:23]([O:25][C:26]([CH3:29])([CH3:28])[CH3:27])=[O:24].[H][H]. Product: [CH3:1][O:2][C:3](=[O:30])[CH2:4][CH2:5][C:6]1[CH:11]=[CH:10][C:9]([OH:12])=[CH:8][C:7]=1[CH2:20][CH2:21][NH:22][C:23]([O:25][C:26]([CH3:28])([CH3:27])[CH3:29])=[O:24]. The catalyst class is: 358. (4) Reactant: [CH3:1][CH2:2][CH2:3][CH:4]([NH2:8])[CH2:5][CH2:6][CH3:7].C([O:11][C:12](=O)[C:13]([C:15]1[CH:23]=[CH:22][C:18]2[O:19][CH2:20][O:21][C:17]=2[CH:16]=1)=[O:14])C. Product: [O:19]1[C:18]2[CH:22]=[CH:23][C:15]([C:13](=[O:14])[C:12]([NH:8][CH:4]([CH2:5][CH2:6][CH3:7])[CH2:3][CH2:2][CH3:1])=[O:11])=[CH:16][C:17]=2[O:21][CH2:20]1. The catalyst class is: 8. (5) Reactant: [CH2:1]([C:5]1[NH:9][N:8]=[C:7]([C:10]2[CH:15]=[CH:14][CH:13]=[CH:12][CH:11]=2)[CH:6]=1)[CH2:2][CH:3]=C.[BH4-].[Na+].C[OH:19]. Product: [C:10]1([C:7]2[CH:6]=[C:5]([CH2:1][CH2:2][CH2:3][OH:19])[NH:9][N:8]=2)[CH:15]=[CH:14][CH:13]=[CH:12][CH:11]=1. The catalyst class is: 2. (6) Reactant: C[N:2](C)C=O.[Cl:6][C:7]1[CH:8]=[CH:9][C:10]2[N:16]([CH2:17][C:18]([CH3:21])([CH3:20])[CH3:19])[C:15](=[O:22])[C@@H:14]([CH2:23][C:24]([OH:26])=O)[O:13][C@H:12]([C:27]3[CH:32]=[CH:31][CH:30]=[C:29]([O:33][CH3:34])[C:28]=3[O:35][CH3:36])[C:11]=2[CH:37]=1.[Cl-].[NH4+].C(OP(C#N)(=O)OCC)C. Product: [Cl:6][C:7]1[CH:8]=[CH:9][C:10]2[N:16]([CH2:17][C:18]([CH3:19])([CH3:21])[CH3:20])[C:15](=[O:22])[C@@H:14]([CH2:23][C:24]([NH2:2])=[O:26])[O:13][C@H:12]([C:27]3[CH:32]=[CH:31][CH:30]=[C:29]([O:33][CH3:34])[C:28]=3[O:35][CH3:36])[C:11]=2[CH:37]=1. The catalyst class is: 66.